Dataset: Catalyst prediction with 721,799 reactions and 888 catalyst types from USPTO. Task: Predict which catalyst facilitates the given reaction. Reactant: [C:1]([O:5][C:6]([NH:8][C:9]1[CH:17]=[CH:16][CH:15]=[C:14]2[C:10]=1[CH:11]=[N:12][N:13]2[CH:18]([C:23]1[CH:28]=[CH:27][C:26]([Cl:29])=[CH:25][CH:24]=1)[C:19]([O:21][CH3:22])=[O:20])=[O:7])([CH3:4])([CH3:3])[CH3:2].[CH2:30](I)[CH3:31].[H-].[Na+]. Product: [C:1]([O:5][C:6]([NH:8][C:9]1[CH:17]=[CH:16][CH:15]=[C:14]2[C:10]=1[CH:11]=[N:12][N:13]2[C:18]([C:23]1[CH:28]=[CH:27][C:26]([Cl:29])=[CH:25][CH:24]=1)([CH2:30][CH3:31])[C:19]([O:21][CH3:22])=[O:20])=[O:7])([CH3:4])([CH3:2])[CH3:3]. The catalyst class is: 3.